Predict the reactants needed to synthesize the given product. From a dataset of Full USPTO retrosynthesis dataset with 1.9M reactions from patents (1976-2016). (1) Given the product [CH3:21][C:18]1[N:14]2[C:15](=[O:17])[C:16]3[NH:8][C:9]([C:27]4[S:28][CH:29]=[CH:30][N:31]=4)=[N:10][C:11]=3[N:12]([CH2:22][CH2:23][CH2:24][CH2:25][CH3:26])[C:13]2=[N:20][N:19]=1, predict the reactants needed to synthesize it. The reactants are: COC1C=CC(C[N:8]2[C:16]3[C:15](=[O:17])[N:14]4[C:18]([CH3:21])=[N:19][N:20]=[C:13]4[N:12]([CH2:22][CH2:23][CH2:24][CH2:25][CH3:26])[C:11]=3[N:10]=[C:9]2[C:27]2[S:28][CH:29]=[CH:30][N:31]=2)=CC=1.FC(F)(F)C(O)=O. (2) The reactants are: [Si]([O:8][CH2:9][CH2:10][CH2:11][N:12]1[C:17](=[O:18])[CH:16]=[C:15]([NH:19][C:20]2[CH:25]=[CH:24][C:23]([I:26])=[CH:22][C:21]=2[F:27])[C:14]([C:28]([NH2:30])=[O:29])=[CH:13]1)(C(C)(C)C)(C)C.Cl.[Si](O[Si](C(C)(C)C)(C)C)(C(C)(C)C)(C)C. Given the product [F:27][C:21]1[CH:22]=[C:23]([I:26])[CH:24]=[CH:25][C:20]=1[NH:19][C:15]1[C:14]([C:28]([NH2:30])=[O:29])=[CH:13][N:12]([CH2:11][CH2:10][CH2:9][OH:8])[C:17](=[O:18])[CH:16]=1, predict the reactants needed to synthesize it.